Dataset: Catalyst prediction with 721,799 reactions and 888 catalyst types from USPTO. Task: Predict which catalyst facilitates the given reaction. (1) Reactant: [Br:1][C:2]1[N:10]2[C:5]([CH:6]=[N:7][C:8](O)=[N:9]2)=[CH:4][CH:3]=1.C(N(CC)C(C)C)(C)C.C1C=CC(N(S(C(F)(F)F)(=O)=O)S(C(F)(F)F)(=O)=O)=CC=1.[O-]S(C(F)(F)F)(=O)=O.[O:50]=[S:51]1(=[O:65])[CH2:56][CH2:55][N:54]([CH2:57][C:58]2[CH:63]=[CH:62][C:61]([NH2:64])=[CH:60][CH:59]=2)[CH2:53][CH2:52]1. Product: [Br:1][C:2]1[N:10]2[C:5]([CH:6]=[N:7][C:8]([NH:64][C:61]3[CH:62]=[CH:63][C:58]([CH2:57][N:54]4[CH2:55][CH2:56][S:51](=[O:65])(=[O:50])[CH2:52][CH2:53]4)=[CH:59][CH:60]=3)=[N:9]2)=[CH:4][CH:3]=1. The catalyst class is: 508. (2) Reactant: [C:1]([Br:5])(Br)(Br)Br.C1(P(C2C=CC=CC=2)C2C=CC=CC=2)C=CC=CC=1.[CH2:25]([O:32][C@@H:33]1[C@@H:38]([O:39][CH2:40][C:41]2[CH:46]=[CH:45][CH:44]=[CH:43][CH:42]=2)[C@H:37]([O:47][CH2:48][C:49]2[CH:54]=[CH:53][CH:52]=[CH:51][CH:50]=2)[C@@H:36]([CH2:55][O:56][CH2:57][C:58]2[CH:63]=[CH:62][CH:61]=[CH:60][CH:59]=2)[O:35][C@H:34]1[C:64]1[CH:69]=[C:68](CO)[CH:67]=[CH:66][C:65]=1[CH3:72])[C:26]1[CH:31]=[CH:30][CH:29]=[CH:28][CH:27]=1. Product: [CH2:25]([O:32][C@@H:33]1[C@@H:38]([O:39][CH2:40][C:41]2[CH:46]=[CH:45][CH:44]=[CH:43][CH:42]=2)[C@H:37]([O:47][CH2:48][C:49]2[CH:50]=[CH:51][CH:52]=[CH:53][CH:54]=2)[C@@H:36]([CH2:55][O:56][CH2:57][C:58]2[CH:59]=[CH:60][CH:61]=[CH:62][CH:63]=2)[O:35][C@H:34]1[C:64]1[CH:69]=[C:68]([CH2:1][Br:5])[CH:67]=[CH:66][C:65]=1[CH3:72])[C:26]1[CH:31]=[CH:30][CH:29]=[CH:28][CH:27]=1. The catalyst class is: 2. (3) Reactant: [Cl:1][C:2]1[N:7]=[C:6]([C:8]([NH2:10])=[O:9])[CH:5]=[C:4](Cl)[N:3]=1.Cl.[NH:13]1[CH2:18][CH2:17][O:16][CH2:15][CH:14]1[CH2:19][OH:20].CCN(C(C)C)C(C)C. Product: [Cl:1][C:2]1[N:7]=[C:6]([C:8]([NH2:10])=[O:9])[CH:5]=[C:4]([N:13]2[CH2:18][CH2:17][O:16][CH2:15][CH:14]2[CH2:19][OH:20])[N:3]=1. The catalyst class is: 10. (4) Reactant: Br[C:2]1[CH:7]=[CH:6][N:5]2[N:8]=[CH:9][C:10]([CH:11]=[O:12])=[C:4]2[CH:3]=1.[CH2:13]([Sn](CCCC)(CCCC)C=C)[CH2:14]CC. Product: [CH:13]([C:2]1[CH:7]=[CH:6][N:5]2[N:8]=[CH:9][C:10]([CH:11]=[O:12])=[C:4]2[CH:3]=1)=[CH2:14]. The catalyst class is: 109. (5) Reactant: [Cl:1][C:2]1[CH:7]=[CH:6][C:5]([CH:8]([OH:11])[C:9]#[N:10])=[CH:4][CH:3]=1.CO. Product: [ClH:1].[Cl:1][C:2]1[CH:3]=[CH:4][C:5]([C@@H:8]([OH:11])[CH2:9][NH2:10])=[CH:6][CH:7]=1. The catalyst class is: 1. (6) Reactant: [C:1]([N:8]1[CH2:13][CH2:12][O:11][C@H:10]([CH2:14][C:15]2[CH:20]=[CH:19][C:18]([OH:21])=[CH:17][CH:16]=2)[CH2:9]1)([O:3][C:4]([CH3:7])([CH3:6])[CH3:5])=[O:2].[Br:22]N1C(=O)CCC1=O.O. Product: [C:1]([N:8]1[CH2:13][CH2:12][O:11][C@H:10]([CH2:14][C:15]2[CH:20]=[CH:19][C:18]([OH:21])=[C:17]([Br:22])[CH:16]=2)[CH2:9]1)([O:3][C:4]([CH3:6])([CH3:7])[CH3:5])=[O:2]. The catalyst class is: 9.